Dataset: Full USPTO retrosynthesis dataset with 1.9M reactions from patents (1976-2016). Task: Predict the reactants needed to synthesize the given product. (1) Given the product [CH3:1][C:2]1([CH3:12])[NH:3][CH:4]2[CH:9]([CH2:8][CH2:7][CH2:6][CH2:5]2)[NH:10][CH2:11]1, predict the reactants needed to synthesize it. The reactants are: [CH3:1][C:2]1([CH3:12])[CH2:11][NH:10][C@@H:9]2[C@@H:4]([CH2:5][CH2:6][CH2:7][CH2:8]2)[NH:3]1.BrC1C=C2C(=CC=1)N(C)C(C#N)=C2.P(C(C)(C)C)(C(C)(C)C)C(C)(C)C.[H+].[B-](F)(F)(F)F.CC([O-])(C)C.[Na+].[O-]S([O-])(=O)=O.[Mg+2]. (2) Given the product [CH2:2]([O:9][C:10](=[O:25])[NH:11][CH2:12][CH2:13][CH2:14][CH2:15][C@H:16]([NH:24][C:31]([CH:26]1[CH2:30][CH2:29][CH2:28][CH2:27]1)=[O:32])[C:17](=[O:23])[C:18]1[S:19][CH:20]=[CH:21][N:22]=1)[C:3]1[CH:4]=[CH:5][CH:6]=[CH:7][CH:8]=1, predict the reactants needed to synthesize it. The reactants are: Cl.[CH2:2]([O:9][C:10](=[O:25])[NH:11][CH2:12][CH2:13][CH2:14][CH2:15][C@H:16]([NH2:24])[C:17](=[O:23])[C:18]1[S:19][CH:20]=[CH:21][N:22]=1)[C:3]1[CH:8]=[CH:7][CH:6]=[CH:5][CH:4]=1.[CH:26]1([C:31](Cl)=[O:32])[CH2:30][CH2:29][CH2:28][CH2:27]1.